From a dataset of Experimentally validated miRNA-target interactions with 360,000+ pairs, plus equal number of negative samples. Binary Classification. Given a miRNA mature sequence and a target amino acid sequence, predict their likelihood of interaction. (1) The miRNA is hsa-miR-6134 with sequence UGAGGUGGUAGGAUGUAGA. The protein sequence of the target gene is MKQQQWCGMTAKMGTVLSGVFTIMAVDMYLIFEQKHLGNGSCTEITPKYRGASNIINNFIICWSFKIVLFLSFITILISCFLLYSVYAQIFRGLVIYIVWIFFYETANVVIQILTNNDFDIKEVRIMRWFGLVSRTVMHCFWMFFVINYAHITYKNRSQGNIISYKRRISTAEILHSRNKRLSISSGFSGSHLESQYFERQSFHTSIFTCLSPVPSSAPSTCRYTIDVC. Result: 0 (no interaction). (2) The miRNA is hsa-miR-619-5p with sequence GCUGGGAUUACAGGCAUGAGCC. The protein sequence of the target gene is MDMAQEPVTFRDVAIYFSREEWACLEPSQRALYRDVMLDNFSSVAALGFCSPRPDLVSRLEQWEEPWVEDRERPEFQAVQRGPRPGARKSADPKRPCDHPAWAHKKTHVRRERAREGSSFRKGFRLDTDDGQLPRAAPERTDAKPTAFPCQVLTQRCGRRPGRRERRKQRAVELSFICGTCGKALSCHSRLLAHQTVHTGTKAFECPECGQTFRWASNLQRHQKNHTREKPFCCEACGQAFSLKDRLAQHRKVHTEHRPYSCGDCGKAFKQKSNLLRHQLVHTGERPFYCADCGKAFRTK.... Result: 1 (interaction). (3) The protein sequence of the target gene is MGWLRPGPRPLCPPARASWAFSHRFPSPLAPRRSPTPFFMASLLCCGPKLAACGIVLSAWGVIMLIMLGIFFNVHSAVLIEDVPFTEKDFENGPQNIYNLYEQVSYNCFIAAGLYLLLGGFSFCQVRLNKRKEYMVR. The miRNA is mmu-miR-147-3p with sequence GUGUGCGGAAAUGCUUCUGCUA. Result: 0 (no interaction). (4) The miRNA is mmu-miR-9768-3p with sequence ACUGCCUUCCUUUGUGUGGCCCAG. The protein sequence of the target gene is MDEGGGGEGGSVPEDLSLEEREELLDIRRRKKELIDDIERLKYEIAEVMTEIDNLTSVEESKTTQRNKQIAMGRKKFNMDPKKGIQFLIENDLLQSSPEDVAQFLYKGEGLNKTVIGDYLGERDDFNIKVLQAFVELHEFADLNLVQALRQFLWSFRLPGEAQKIDRMMEAFASRYCLCNPGVFQSTDTCYVLSFAIIMLNTSLHNHNVRDKPTAERFITMNRGINEGGDLPEELLRNLYESIKNEPFKIPEDDGNDLTHTFFNPDREGWLLKLGGRVKTWKRRWFILTDNCLYYFEYTT.... Result: 0 (no interaction). (5) The miRNA is hsa-miR-5001-5p with sequence AGGGCUGGACUCAGCGGCGGAGCU. The protein sequence of the target gene is MRGTSCVGGGAESPGGAGLSEGPRGRWLRLAPVCAYFLCVSLAAVLLAVYYGLIWVPTRSPAAPAGPQPSAPSPPCAARPGVPPVPAPAAASLSCLLGVPGGPRPQLQLPLSRRRRYSDPDRRPSRQTPRETPEAAEGRRPG. Result: 1 (interaction). (6) Result: 0 (no interaction). The miRNA is hsa-miR-208a-3p with sequence AUAAGACGAGCAAAAAGCUUGU. The protein sequence of the target gene is MEHIRTPKVENVRLVDRVSPKKAALGTLYLTATHVIFVENSPDPRKETWILHSQISTIEKQATTATGCPLLIRCKNFQIIQLIIPQERDCHDVYISLIRLARPVKYEELYCFSFNPMLDKEEREQGWVLIDLSEEYTRMGLPNHYWQLSDVNRDYRVCDSYPTELYVPKSATAHIIVGSSKFRSRRRFPVLSYYYKDNHASICRSSQPLSGFSARCLEDEQMLQAIRKANPGSDFVYVVDTRPKLNAMANRAAGKGYENEDNYSNIKFQFIGIENIHVMRNSLQKMLEVCELKSPSMSDF.... (7) The miRNA is dme-miR-11-3p with sequence CAUCACAGUCUGAGUUCUUGC. The protein sequence of the target gene is MGSHMVWFLFLVSFFSVFPAPSESMVRHYKFNVVMKNVTRLCSSKPTVTVNGRYPGPTIYAREDDTLLIKVVNHVKYNVSIHWHGVRQVRTGWADGPAYITQCPIQPGQVYTYNYTLTGQRGTLWWHAHILWLRATVYGALVILPKRGVPYPFPKPDNEKVIVLGEWWKSDTENIINEALKSGLAPNVSDSHMINGHPGPVRNCPSQGYKLSVENGKTYLLRLVNAALNEELFFKVAGHIFTVVEVDAVYVKPFKTDTVLIAPGQTTNVLLTASKSAGKYLVTASPFMDAPIAVDNVTAT.... Result: 0 (no interaction). (8) The miRNA is dme-miR-2b-3p with sequence UAUCACAGCCAGCUUUGAGGAGC. The protein sequence of the target gene is MSGDSSGRGPEGRGRGRDPHRDRTRSRSRSRSPLSPRSRRGSARERREAPERPSLEDTEPSDSGDEMMDPASLEAEADQGLCRQIRHQYRALINSVQQNREDILNAGDKLTEVLEEANTLFNEVSRAREAVLDAHFLVLASDLGKEKAKQLRSDLSSFDMLRYVETLLTHMGVNPLEAEELIRDEDSPDFEFIVYDSWKITGRTAENTFNKTHTFHFLLGSIYGECPVPKPRVDRPRKVPVIQEERAMPAQLRRMEESHQEATEKEVERILGLLQTYFREDPDTPMSFFDFVVDPHSFPR.... Result: 0 (no interaction). (9) The miRNA is hsa-miR-8086 with sequence UGCUAGUCUGGACUGAUAUGGU. The protein sequence of the target gene is MSRDPGSGGWEEAPRAAAALCTLYHEAGQRLRRLQDQLAARDALIARLRARLAALEGDAAPSLVDALLEQVARFREQLRRQEGGAAEAQMRQEIERLTERLEEKEREMQQLLSQPQHEREKEVVLLRRSMAEGERARAASDVLCRSLANETHQLRRTLTATAHMCQHLAKCLDERQHAQRNVGERSPDQSEHTDGHTSVQSVIEKLQEENRLLKQKVTHVEDLNAKWQRYNASRDEYVRGLHAQLRGLQIPHEPELMRKEISRLNRQLEEKINDCAEVKQELAASRTARDAALERVQMLE.... Result: 0 (no interaction). (10) The miRNA is hsa-miR-5692b with sequence AAUAAUAUCACAGUAGGUGU. The protein sequence of the target gene is MAAQYGSMSFNPSTPGASYGPGRQEPRNSQLRIVLVGKTGAGKSATGNSILGRKVFHSGTAAKSITKKCEKRSSSWKETELVVVDTPGIFDTEVPNAETSKEIIRCILLTSPGPHALLLVVPLGRYTEEEHKATEKILKMFGERARSFMILIFTRKDDLGDTNLHDYLREAPEDIQDLMDIFGDRYCALNNKATGAEQEAQRAQLLGLIQRVVRENKEGCYTNRMYQRAEEEIQKQTQAMQELHRVELEREKARIREEYEEKIRKLEDKVEQEKRKKQMEKKLAEQEAHYAVRQQRARTE.... Result: 1 (interaction).